This data is from Forward reaction prediction with 1.9M reactions from USPTO patents (1976-2016). The task is: Predict the product of the given reaction. (1) Given the reactants [C:1]([NH:8][C@H:9]([C:18]([OH:20])=O)[CH2:10][C:11]1[CH:16]=[CH:15][C:14]([F:17])=[CH:13][CH:12]=1)([O:3][C:4]([CH3:7])([CH3:6])[CH3:5])=[O:2].Cl.[OH:22][CH:23]1[CH2:28][CH2:27][NH:26][CH2:25][CH2:24]1.C1C=CC2N(O)N=NC=2C=1.CCN(C(C)C)C(C)C.CCN=C=NCCCN(C)C, predict the reaction product. The product is: [C:4]([O:3][C:1](=[O:2])[NH:8][C@@H:9]([CH2:10][C:11]1[CH:12]=[CH:13][C:14]([F:17])=[CH:15][CH:16]=1)[C:18]([N:26]1[CH2:27][CH2:28][CH:23]([OH:22])[CH2:24][CH2:25]1)=[O:20])([CH3:5])([CH3:6])[CH3:7]. (2) Given the reactants FC(F)(F)S(O[C:7]1[C:11]2[C:12]([O:16][CH3:17])=[N:13][CH:14]=[CH:15][C:10]=2[N:9]([CH:18]2[CH2:23][CH2:22][CH2:21][O:20][CH2:19]2)[N:8]=1)(=O)=O.CC1(C)C(C)(C)OB([C:34]2[CH:39]=[CH:38][C:37]([S:40]([NH2:43])(=[O:42])=[O:41])=[CH:36][CH:35]=2)O1.C(=O)([O-])[O-].[Na+].[Na+].O, predict the reaction product. The product is: [CH3:17][O:16][C:12]1[C:11]2[C:7]([C:34]3[CH:39]=[CH:38][C:37]([S:40]([NH2:43])(=[O:42])=[O:41])=[CH:36][CH:35]=3)=[N:8][N:9]([CH:18]3[CH2:23][CH2:22][CH2:21][O:20][CH2:19]3)[C:10]=2[CH:15]=[CH:14][N:13]=1. (3) Given the reactants C(O)(=O)C.[N:5]1[CH:10]=[CH:9][C:8]([CH:11]2[CH2:16][CH2:15][C:14](=O)[CH2:13][CH2:12]2)=[CH:7][CH:6]=1.Cl.CN.[BH3-][C:22]#[N:23].[Na+], predict the reaction product. The product is: [CH3:22][NH:23][CH:14]1[CH2:15][CH2:16][CH:11]([C:8]2[CH:9]=[CH:10][N:5]=[CH:6][CH:7]=2)[CH2:12][CH2:13]1. (4) Given the reactants Br[C:2]1[CH:7]=[CH:6][CH:5]=[CH:4][N:3]=1.C([Li])CCC.[CH2:13]([O:20][C:21]1[C:26]([C:27]([CH3:30])([CH3:29])[CH3:28])=[CH:25][CH:24]=[CH:23][C:22]=1[C:31]1[CH:36]=[CH:35][CH:34]=[C:33]([CH:37]=[O:38])[CH:32]=1)[C:14]1[CH:19]=[CH:18][CH:17]=[CH:16][CH:15]=1.[Cl-].[NH4+], predict the reaction product. The product is: [CH2:13]([O:20][C:21]1[C:26]([C:27]([CH3:30])([CH3:29])[CH3:28])=[CH:25][CH:24]=[CH:23][C:22]=1[C:31]1[CH:36]=[CH:35][CH:34]=[C:33]([CH:37]([C:2]2[CH:7]=[CH:6][CH:5]=[CH:4][N:3]=2)[OH:38])[CH:32]=1)[C:14]1[CH:15]=[CH:16][CH:17]=[CH:18][CH:19]=1.